Dataset: Full USPTO retrosynthesis dataset with 1.9M reactions from patents (1976-2016). Task: Predict the reactants needed to synthesize the given product. (1) Given the product [Br:1][C:2]1[C:3]([CH3:10])=[C:4]([CH:5]=[CH:6][CH:7]=1)[CH2:8][O:9][C:14]1[CH:21]=[CH:20][C:17]([C:18]#[N:19])=[CH:16][N:15]=1, predict the reactants needed to synthesize it. The reactants are: [Br:1][C:2]1[C:3]([CH3:10])=[C:4]([CH2:8][OH:9])[CH:5]=[CH:6][CH:7]=1.[H-].[Na+].Cl[C:14]1[CH:21]=[CH:20][C:17]([C:18]#[N:19])=[CH:16][N:15]=1. (2) Given the product [CH2:1]([C:3]1[CH:4]=[N:5][C:6]([N:9]2[C:15]([CH3:16])=[CH:14][C:11]([CH3:12])=[N:10]2)=[N:7][CH:8]=1)[CH3:2], predict the reactants needed to synthesize it. The reactants are: [CH2:1]([C:3]1[CH:4]=[N:5][C:6]([NH:9][NH2:10])=[N:7][CH:8]=1)[CH3:2].[C:11]([CH2:14][C:15](=O)[CH3:16])(=O)[CH3:12].Cl.[OH-].[Na+]. (3) Given the product [N:8]1([CH2:9][CH2:10][O:11][C:12](=[O:36])[CH2:13][O:14][C:15]2[CH:16]=[CH:17][C:18]([CH2:21][CH2:22][CH2:23][CH2:24][NH:25][C:26]([O:28][CH2:29][C:30]3[CH:31]=[CH:32][CH:33]=[CH:34][CH:35]=3)=[O:27])=[CH:19][CH:20]=2)[CH2:6][CH2:40][CH2:39][CH2:38][CH2:37]1, predict the reactants needed to synthesize it. The reactants are: C(O[C:6]([NH:8][CH2:9][CH2:10][O:11][C:12](=[O:36])[CH2:13][O:14][C:15]1[CH:20]=[CH:19][C:18]([CH2:21][CH2:22][CH2:23][CH2:24][NH:25][C:26]([O:28][CH2:29][C:30]2[CH:35]=[CH:34][CH:33]=[CH:32][CH:31]=2)=[O:27])=[CH:17][CH:16]=1)=O)(C)(C)C.[CH2:37](OC(NCCC[CH2:37][C:38]1C=CC(OCC(O)=O)=[CH:40][CH:39]=1)=O)[C:38]1C=CC=[CH:40][CH:39]=1. (4) Given the product [NH2:1][C:2]1[N:10]=[CH:9][N:8]=[C:7]2[C:3]=1[N:4]=[CH:5][N:6]2[C@@H:11]1[O:12][C@H:13]([CH2:21][N:22]([CH3:39])[CH2:23][CH2:24][CH2:25][NH:26][C:27]([NH:29][C:30]2[CH:31]=[CH:32][C:33]([CH:36]([CH3:38])[CH3:37])=[CH:34][CH:35]=2)=[O:28])[C@@H:14]([OH:18])[C@H:15]1[OH:16], predict the reactants needed to synthesize it. The reactants are: [NH2:1][C:2]1[N:10]=[CH:9][N:8]=[C:7]2[C:3]=1[N:4]=[CH:5][N:6]2[C@H:11]1[C@@H:15]2[O:16]C(C)(C)[O:18][C@@H:14]2[C@@H:13]([CH2:21][N:22]([CH3:39])[CH2:23][CH2:24][CH2:25][NH:26][C:27]([NH:29][C:30]2[CH:35]=[CH:34][C:33]([CH:36]([CH3:38])[CH3:37])=[CH:32][CH:31]=2)=[O:28])[O:12]1.C([O-])([O-])=O.[K+].[K+].O.C(Cl)Cl. (5) The reactants are: [Cl:1][C:2]1[CH:9]=[CH:8][C:5]([CH2:6]Br)=[CH:4][CH:3]=1.[CH3:10][C:11]1([CH3:20])[CH2:16][C:15](=[O:17])[CH2:14][C:13]([CH3:19])([CH3:18])[NH:12]1.C([O-])([O-])=O.[Cs+].[Cs+]. Given the product [Cl:1][C:2]1[CH:9]=[CH:8][C:5]([CH2:6][N:12]2[C:13]([CH3:18])([CH3:19])[CH2:14][C:15](=[O:17])[CH2:16][C:11]2([CH3:20])[CH3:10])=[CH:4][CH:3]=1, predict the reactants needed to synthesize it. (6) Given the product [CH3:9][C:8]1[CH:7]=[C:6]([CH3:10])[NH:5][C:4](=[O:11])[C:3]=1[CH2:2][NH:1][C:24]([C:14]1[CH:15]=[N:16][N:17]([C:18]2[CH:23]=[CH:22][CH:21]=[CH:20][CH:19]=2)[C:13]=1[CH3:12])=[O:25], predict the reactants needed to synthesize it. The reactants are: [NH2:1][CH2:2][C:3]1[C:4](=[O:11])[NH:5][C:6]([CH3:10])=[CH:7][C:8]=1[CH3:9].[CH3:12][C:13]1[N:17]([C:18]2[CH:23]=[CH:22][CH:21]=[CH:20][CH:19]=2)[N:16]=[CH:15][C:14]=1[C:24](O)=[O:25].F[P-](F)(F)(F)(F)F.N1(OC(N(C)C)=[N+](C)C)C2N=CC=CC=2N=N1.C(N(CC)CC)C. (7) Given the product [Br:7][C:6]1[C:2]([CH:17]([C:16]2[CH:19]=[CH:20][CH:21]=[C:14]([Cl:13])[CH:15]=2)[OH:18])=[CH:3][S:4][CH:5]=1, predict the reactants needed to synthesize it. The reactants are: Br[C:2]1[C:6]([Br:7])=[CH:5][S:4][CH:3]=1.[Li]CCCC.[Cl:13][C:14]1[CH:15]=[C:16]([CH:19]=[CH:20][CH:21]=1)[CH:17]=[O:18].